Dataset: Catalyst prediction with 721,799 reactions and 888 catalyst types from USPTO. Task: Predict which catalyst facilitates the given reaction. (1) Reactant: C[O:2][C:3](=[O:20])[C@@H:4]([NH:9][C:10]([O:12][C:13]([CH3:19])([CH3:18])[C:14]([F:17])([F:16])[F:15])=[O:11])[C:5]([CH3:8])([CH3:7])[CH3:6].O.[OH-].[Li+].[Li+].[OH-]. Product: [CH3:6][C:5]([CH3:8])([CH3:7])[C@H:4]([NH:9][C:10]([O:12][C:13]([CH3:19])([CH3:18])[C:14]([F:15])([F:16])[F:17])=[O:11])[C:3]([OH:20])=[O:2]. The catalyst class is: 20. (2) Product: [C:38]([O:37][C:35]([N:32]1[CH2:33][CH2:34][CH:29]([C:26]2[CH:27]=[CH:28][C:23]([NH:22][C:14]3[N:13]=[C:12]([CH2:11][CH2:10][C:9]4[CH:42]=[C:43]([CH3:46])[CH:44]=[CH:45][C:8]=4[CH2:7][C:6]([OH:47])=[O:5])[C:17]([C:18]([F:20])([F:19])[F:21])=[CH:16][N:15]=3)=[CH:24][CH:25]=2)[CH2:30][CH2:31]1)=[O:36])([CH3:41])([CH3:39])[CH3:40]. The catalyst class is: 278. Reactant: O[Li].O.C[O:5][C:6](=[O:47])[CH2:7][C:8]1[CH:45]=[CH:44][C:43]([CH3:46])=[CH:42][C:9]=1[CH2:10][CH2:11][C:12]1[C:17]([C:18]([F:21])([F:20])[F:19])=[CH:16][N:15]=[C:14]([NH:22][C:23]2[CH:28]=[CH:27][C:26]([CH:29]3[CH2:34][CH2:33][N:32]([C:35]([O:37][C:38]([CH3:41])([CH3:40])[CH3:39])=[O:36])[CH2:31][CH2:30]3)=[CH:25][CH:24]=2)[N:13]=1. (3) Reactant: [Cl:1][C:2]1[CH:3]=[CH:4][C:5]([C@:8]([C:21]2[CH:26]=[C:25]([C:27]([F:30])([F:29])[F:28])[CH:24]=[C:23]([F:31])[CH:22]=2)([NH:14][S@@:15]([C:17]([CH3:20])([CH3:19])[CH3:18])=[O:16])[CH2:9][C:10]([O:12]C)=O)=[N:6][CH:7]=1.[NH3:32]. Product: [Cl:1][C:2]1[CH:3]=[CH:4][C:5]([C@:8]([C:21]2[CH:26]=[C:25]([C:27]([F:30])([F:29])[F:28])[CH:24]=[C:23]([F:31])[CH:22]=2)([NH:14][S@@:15]([C:17]([CH3:18])([CH3:19])[CH3:20])=[O:16])[CH2:9][C:10]([NH2:32])=[O:12])=[N:6][CH:7]=1. The catalyst class is: 196. (4) Reactant: C([Si](C(C)C)(C(C)C)[O:5][C:6]1[CH:11]=[CH:10][C:9]([C:12]2[Se:16][C:15]([CH2:17][OH:18])=[CH:14][CH:13]=2)=[CH:8][CH:7]=1)(C)C.CCCC[N+](CCCC)(CCCC)CCCC.[F-].O. Product: [OH:18][CH2:17][C:15]1[Se:16][C:12]([C:9]2[CH:10]=[CH:11][C:6]([OH:5])=[CH:7][CH:8]=2)=[CH:13][CH:14]=1. The catalyst class is: 1. (5) Reactant: [CH3:1][Si:2]([CH3:38])([CH3:37])[CH2:3][CH2:4][O:5][CH2:6][N:7]([CH2:29][O:30][CH2:31][CH2:32][Si:33]([CH3:36])([CH3:35])[CH3:34])[C:8]1[N:13]2[N:14]=[CH:15][CH:16]=[C:12]2[N:11]=[C:10]([O:17][C:18]2[CH:23]=[CH:22][C:21]([CH2:24][C:25]([O:27][CH3:28])=[O:26])=[CH:20][CH:19]=2)[CH:9]=1.C1C(=O)N([I:46])C(=O)C1. Product: [CH3:34][Si:33]([CH3:36])([CH3:35])[CH2:32][CH2:31][O:30][CH2:29][N:7]([CH2:6][O:5][CH2:4][CH2:3][Si:2]([CH3:1])([CH3:37])[CH3:38])[C:8]1[N:13]2[N:14]=[CH:15][C:16]([I:46])=[C:12]2[N:11]=[C:10]([O:17][C:18]2[CH:23]=[CH:22][C:21]([CH2:24][C:25]([O:27][CH3:28])=[O:26])=[CH:20][CH:19]=2)[CH:9]=1. The catalyst class is: 10.